This data is from NCI-60 drug combinations with 297,098 pairs across 59 cell lines. The task is: Regression. Given two drug SMILES strings and cell line genomic features, predict the synergy score measuring deviation from expected non-interaction effect. (1) Drug 1: CC1=C(C=C(C=C1)NC(=O)C2=CC=C(C=C2)CN3CCN(CC3)C)NC4=NC=CC(=N4)C5=CN=CC=C5. Drug 2: C(CC(=O)O)C(=O)CN.Cl. Cell line: MOLT-4. Synergy scores: CSS=20.8, Synergy_ZIP=-7.23, Synergy_Bliss=-6.19, Synergy_Loewe=-4.55, Synergy_HSA=-3.48. (2) Drug 1: CC(CN1CC(=O)NC(=O)C1)N2CC(=O)NC(=O)C2. Drug 2: CC1=C2C(C(=O)C3(C(CC4C(C3C(C(C2(C)C)(CC1OC(=O)C(C(C5=CC=CC=C5)NC(=O)C6=CC=CC=C6)O)O)OC(=O)C7=CC=CC=C7)(CO4)OC(=O)C)O)C)OC(=O)C. Cell line: OVCAR-8. Synergy scores: CSS=40.1, Synergy_ZIP=-3.30, Synergy_Bliss=-0.395, Synergy_Loewe=-0.518, Synergy_HSA=0.407. (3) Drug 1: C1=CC=C(C(=C1)C(C2=CC=C(C=C2)Cl)C(Cl)Cl)Cl. Drug 2: C1CN(CCN1C(=O)CCBr)C(=O)CCBr. Cell line: MCF7. Synergy scores: CSS=16.2, Synergy_ZIP=1.94, Synergy_Bliss=0.867, Synergy_Loewe=-2.37, Synergy_HSA=1.45. (4) Drug 1: CC(C1=C(C=CC(=C1Cl)F)Cl)OC2=C(N=CC(=C2)C3=CN(N=C3)C4CCNCC4)N. Drug 2: CCC1=C2CN3C(=CC4=C(C3=O)COC(=O)C4(CC)O)C2=NC5=C1C=C(C=C5)O. Cell line: UACC-257. Synergy scores: CSS=23.5, Synergy_ZIP=-5.68, Synergy_Bliss=1.42, Synergy_Loewe=-15.1, Synergy_HSA=0.813. (5) Drug 1: COCCOC1=C(C=C2C(=C1)C(=NC=N2)NC3=CC=CC(=C3)C#C)OCCOC. Drug 2: C1CCC(C(C1)[NH-])[NH-].C(=O)(C(=O)[O-])[O-].[Pt+4]. Cell line: NCI-H460. Synergy scores: CSS=26.4, Synergy_ZIP=-9.51, Synergy_Bliss=-14.8, Synergy_Loewe=-13.5, Synergy_HSA=-10.3. (6) Synergy scores: CSS=7.49, Synergy_ZIP=-2.11, Synergy_Bliss=-0.782, Synergy_Loewe=1.49, Synergy_HSA=-0.170. Drug 1: C1CCC(C(C1)N)N.C(=O)(C(=O)[O-])[O-].[Pt+4]. Cell line: UO-31. Drug 2: C(CCl)NC(=O)N(CCCl)N=O.